From a dataset of Reaction yield outcomes from USPTO patents with 853,638 reactions. Predict the reaction yield, written as a fraction of the theoretical maximum amount of product (1.0 means a 100% yield; for example, 0.34 means a 34% yield). (1) The reactants are [NH2:1][C@H:2]([C:5]([OH:7])=[O:6])[CH2:3][SH:4].[OH-].[Na+].[O:10]1[CH2:12][CH2:11]1. The catalyst is O. The product is [NH2:1][CH:2]([CH2:3][S:4][CH2:12][CH2:11][OH:10])[C:5]([OH:7])=[O:6]. The yield is 0.694. (2) The product is [NH2:13][C:11]1[CH:10]=[C:4]([CH:3]=[C:2]([Br:1])[CH:12]=1)[C:5]([O:7][CH2:8][CH3:9])=[O:6]. The catalyst is C(O)C. The reactants are [Br:1][C:2]1[CH:3]=[C:4]([CH:10]=[C:11]([N+:13]([O-])=O)[CH:12]=1)[C:5]([O:7][CH2:8][CH3:9])=[O:6].[Sn](Cl)Cl. The yield is 0.920. (3) The reactants are [C:1]([O:5][C:6]([N:8]1[C@@H:12]([C:13]#[C:14][CH:15]([C:17]2[CH:22]=[CH:21][C:20]([Cl:23])=[CH:19][CH:18]=2)[OH:16])[CH2:11][O:10][C:9]1([CH3:25])[CH3:24])=[O:7])([CH3:4])([CH3:3])[CH3:2].I[CH3:27]. The catalyst is [Ag]=O. The product is [C:1]([O:5][C:6]([N:8]1[C@@H:12]([C:13]#[C:14][CH:15]([C:17]2[CH:18]=[CH:19][C:20]([Cl:23])=[CH:21][CH:22]=2)[O:16][CH3:27])[CH2:11][O:10][C:9]1([CH3:25])[CH3:24])=[O:7])([CH3:4])([CH3:2])[CH3:3]. The yield is 0.760. (4) The yield is 0.580. The catalyst is C(Cl)Cl. The product is [CH3:1][O:2][C:3]1[CH:4]=[C:5]2[C:10](=[CH:11][C:12]=1[O:13][CH3:14])[N:9]=[CH:8][CH:7]=[C:6]2[O:15][C:16]1[CH:22]=[CH:21][C:19]([NH:20][C:40](=[O:42])[O:58][CH:56]([C:55]2[CH:59]=[CH:60][CH:61]=[CH:62][C:54]=2[O:53][CH2:51][CH3:52])[CH3:57])=[C:18]([CH3:23])[C:17]=1[CH3:24]. The reactants are [CH3:1][O:2][C:3]1[CH:4]=[C:5]2[C:10](=[CH:11][C:12]=1[O:13][CH3:14])[N:9]=[CH:8][CH:7]=[C:6]2[O:15][C:16]1[CH:22]=[CH:21][C:19]([NH2:20])=[C:18]([CH3:23])[C:17]=1[CH3:24].C1(C)C=CC=CC=1.C(N(CC)CC)C.Cl[C:40](Cl)([O:42]C(=O)OC(Cl)(Cl)Cl)Cl.[CH2:51]([O:53][C:54]1[CH:62]=[CH:61][CH:60]=[CH:59][C:55]=1[CH:56]([OH:58])[CH3:57])[CH3:52]. (5) The reactants are [OH-].[Na+].[C:3]([C:7]1[N:11]([CH3:12])[N:10]([CH2:13][CH:14]2[CH2:18][CH2:17][CH2:16][CH2:15]2)/[C:9](=[N:19]/C(=O)C(F)(F)F)/[CH:8]=1)([CH3:6])([CH3:5])[CH3:4]. The catalyst is O.CO. The product is [C:3]([C:7]1[N:11]([CH3:12])[N:10]([CH2:13][CH:14]2[CH2:15][CH2:16][CH2:17][CH2:18]2)[C:9](=[NH:19])[CH:8]=1)([CH3:6])([CH3:4])[CH3:5]. The yield is 0.970. (6) The reactants are [NH2:1][C:2]1[C:7]2=[C:8]([C:16]3[CH:21]=[CH:20][C:19]([NH2:22])=[CH:18][CH:17]=3)[C:9]([C:11]([O:13][CH2:14][CH3:15])=[O:12])=[CH:10][N:6]2[N:5]=[CH:4][N:3]=1.Cl[C:24]1[NH:25][C:26]2[CH:32]=[CH:31][CH:30]=[CH:29][C:27]=2[N:28]=1.Cl. The catalyst is C(O)CCC.CN(C=O)C.O1CCOCC1. The product is [NH2:1][C:2]1[C:7]2=[C:8]([C:16]3[CH:17]=[CH:18][C:19]([NH:22][C:24]4[NH:28][C:27]5[CH:29]=[CH:30][CH:31]=[CH:32][C:26]=5[N:25]=4)=[CH:20][CH:21]=3)[C:9]([C:11]([O:13][CH2:14][CH3:15])=[O:12])=[CH:10][N:6]2[N:5]=[CH:4][N:3]=1. The yield is 0.190. (7) The reactants are Br[C:2]1[C:3]([CH3:18])=[CH:4][C:5]([OH:17])=[C:6]([CH:16]=1)[O:7][C:8]1[CH:15]=[CH:14][CH:13]=[CH:12][C:9]=1[C:10]#[N:11].[S:19]1[CH:23]=[CH:22][CH:21]=[C:20]1B(O)O.C(=O)([O-])[O-].[Na+].[Na+].C1(C)C=CC=CC=1. The catalyst is C1C=CC([P]([Pd]([P](C2C=CC=CC=2)(C2C=CC=CC=2)C2C=CC=CC=2)([P](C2C=CC=CC=2)(C2C=CC=CC=2)C2C=CC=CC=2)[P](C2C=CC=CC=2)(C2C=CC=CC=2)C2C=CC=CC=2)(C2C=CC=CC=2)C2C=CC=CC=2)=CC=1.O.C(O)C. The product is [OH:17][C:5]1[CH:4]=[C:3]([CH3:18])[C:2]([C:20]2[S:19][CH:23]=[CH:22][CH:21]=2)=[CH:16][C:6]=1[O:7][C:8]1[CH:15]=[CH:14][CH:13]=[CH:12][C:9]=1[C:10]#[N:11]. The yield is 0.430. (8) The reactants are Br[C:2]1[CH:20]=[CH:19][C:5]([CH2:6][CH:7]2[CH2:11][CH2:10][N:9]([CH:12]3[CH2:17][CH2:16][CH2:15][CH2:14][CH2:13]3)[C:8]2=[O:18])=[C:4]([Cl:21])[CH:3]=1.[Cu](C#N)[C:23]#[N:24]. The catalyst is CN(C)C=O.C1C=CC([P]([Pd]([P](C2C=CC=CC=2)(C2C=CC=CC=2)C2C=CC=CC=2)([P](C2C=CC=CC=2)(C2C=CC=CC=2)C2C=CC=CC=2)[P](C2C=CC=CC=2)(C2C=CC=CC=2)C2C=CC=CC=2)(C2C=CC=CC=2)C2C=CC=CC=2)=CC=1. The product is [Cl:21][C:4]1[CH:3]=[C:2]([CH:20]=[CH:19][C:5]=1[CH2:6][CH:7]1[CH2:11][CH2:10][N:9]([CH:12]2[CH2:17][CH2:16][CH2:15][CH2:14][CH2:13]2)[C:8]1=[O:18])[C:23]#[N:24]. The yield is 0.310. (9) The catalyst is O1CCOCC1. The reactants are [F:1][CH:2]([F:37])[C:3]1[N:7]([C:8]2[N:13]=[C:12]([N:14]3[CH2:19][CH2:18][O:17][CH2:16][CH2:15]3)[N:11]=[C:10]([N:20]3[CH2:25][CH2:24][N:23]([S:26]([CH:29]=[CH2:30])(=[O:28])=[O:27])[CH2:22][CH2:21]3)[N:9]=2)[C:6]2[CH:31]=[CH:32][CH:33]=[C:34]([O:35][CH3:36])[C:5]=2[N:4]=1.Cl.[CH:39]12[O:46][CH:43]([CH2:44][CH2:45]1)[CH2:42][NH2+:41][CH2:40]2.CCN(C(C)C)C(C)C. The yield is 0.870. The product is [F:37][CH:2]([F:1])[C:3]1[N:7]([C:8]2[N:13]=[C:12]([N:14]3[CH2:15][CH2:16][O:17][CH2:18][CH2:19]3)[N:11]=[C:10]([N:20]3[CH2:21][CH2:22][N:23]([S:26]([CH2:29][CH2:30][N:41]4[CH2:40][CH:39]5[O:46][CH:43]([CH2:44][CH2:45]5)[CH2:42]4)(=[O:28])=[O:27])[CH2:24][CH2:25]3)[N:9]=2)[C:6]2[CH:31]=[CH:32][CH:33]=[C:34]([O:35][CH3:36])[C:5]=2[N:4]=1.